This data is from Reaction yield outcomes from USPTO patents with 853,638 reactions. The task is: Predict the reaction yield, written as a fraction of the theoretical maximum amount of product (1.0 means a 100% yield; for example, 0.34 means a 34% yield). (1) The reactants are [NH2:1][C:2]1[CH:7]=[C:6]([O:8][C:9]2[C:14]([F:15])=[CH:13][C:12]([NH:16][C:17]([C:19]3([C:22]([NH:24][C:25]4[CH:30]=[CH:29][C:28]([F:31])=[CH:27][CH:26]=4)=[O:23])[CH2:21][CH2:20]3)=[O:18])=[C:11]([F:32])[CH:10]=2)[CH:5]=[CH:4][N:3]=1.[C:33]([CH2:35][C:36](O)=[O:37])#[N:34].CN(C(ON1N=NC2C=CC=NC1=2)=[N+](C)C)C.F[P-](F)(F)(F)(F)F.CCN(C(C)C)C(C)C. The catalyst is CN(C=O)C.C(OCC)(=O)C.O. The product is [C:33]([CH2:35][C:36]([NH:1][C:2]1[CH:7]=[C:6]([O:8][C:9]2[C:14]([F:15])=[CH:13][C:12]([NH:16][C:17]([C:19]3([C:22]([NH:24][C:25]4[CH:26]=[CH:27][C:28]([F:31])=[CH:29][CH:30]=4)=[O:23])[CH2:21][CH2:20]3)=[O:18])=[C:11]([F:32])[CH:10]=2)[CH:5]=[CH:4][N:3]=1)=[O:37])#[N:34]. The yield is 0.645. (2) The reactants are C([Ge:3](CC)(C=C)C=C)C.[C:10]([C:12]1([O:18][Si:19]([CH3:22])([CH3:21])[CH3:20])[CH2:17][CH2:16][CH2:15][CH2:14][CH2:13]1)#[CH:11].[C:23]1([CH3:29])[CH:28]=[CH:27]C=[CH:25][CH:24]=1. No catalyst specified. The product is [CH2:24]([C:23]([CH2:28][CH3:27])=[CH:29][GeH2:3][C:11]#[C:10][C:12]1([O:18][Si:19]([CH3:20])([CH3:22])[CH3:21])[CH2:17][CH2:16][CH2:15][CH2:14][CH2:13]1)[CH3:25]. The yield is 0.550. (3) The reactants are CO.[O:3]=[C:4]1[CH2:28][CH2:27][C@@:26]2([CH3:29])[C@H:6]([C:7](=[O:31])[CH2:8][C@@H:9]3[C@@H:25]2[CH2:24][CH2:23][C@@:22]2([CH3:30])[C@H:10]3[CH2:11][CH2:12][C@@H:13]2[C@H:14]([CH3:21])[CH2:15][CH2:16][C:17]([O:19][CH3:20])=[O:18])[CH2:5]1.Cl. The catalyst is O1CCCC1. The product is [O:3]=[C:4]1[CH2:28][CH2:27][C@@:26]2([CH3:29])[C@@H:6]([C:7](=[O:31])[CH2:8][C@@H:9]3[C@@H:25]2[CH2:24][CH2:23][C@@:22]2([CH3:30])[C@H:10]3[CH2:11][CH2:12][C@@H:13]2[C@H:14]([CH3:21])[CH2:15][CH2:16][C:17]([O:19][CH3:20])=[O:18])[CH2:5]1. The yield is 1.00. (4) The reactants are O[CH2:2][C:3]1[CH:12]=[N:11][C:10]2[N:9]3[CH2:13][CH2:14][CH2:15][C@H:8]3[C:7](=[O:16])[NH:6][C:5]=2[CH:4]=1.[Cl:17][C:18]1[CH:19]=[C:20]([CH:27]=[CH:28][C:29]=1[N:30]1[CH2:35][CH2:34][NH:33][CH2:32][CH2:31]1)[C:21]([NH:23][CH:24]([CH3:26])[CH3:25])=[O:22].[I-].C(C[P+](C)(C)C)#N.C(N(CC)C(C)C)(C)C. The catalyst is C(#N)CC. The product is [Cl:17][C:18]1[CH:19]=[C:20]([CH:27]=[CH:28][C:29]=1[N:30]1[CH2:31][CH2:32][N:33]([CH2:2][C:3]2[CH:12]=[N:11][C:10]3[N:9]4[CH2:13][CH2:14][CH2:15][C@H:8]4[C:7](=[O:16])[NH:6][C:5]=3[CH:4]=2)[CH2:34][CH2:35]1)[C:21]([NH:23][CH:24]([CH3:26])[CH3:25])=[O:22]. The yield is 0.554. (5) The reactants are FC(F)(F)C(O)=O.[Cl:8][C:9]1[C:10]([F:30])=[C:11]([NH:16][C:17]2[C:26]3[C:21](=[CH:22][C:23]([OH:29])=[C:24]([O:27][CH3:28])[CH:25]=3)[N:20]=[CH:19][N:18]=2)[CH:12]=[CH:13][C:14]=1[Cl:15].C(=O)([O-])[O-].[K+].[K+].CS(O[CH2:42][C@H:43]1[O:48][CH2:47][C@@H:46]2[CH2:49][CH2:50][CH2:51][N:45]2[CH2:44]1)(=O)=O. The catalyst is CN(C)C=O. The product is [ClH:8].[Cl:8][C:9]1[C:10]([F:30])=[C:11]([NH:16][C:17]2[C:26]3[C:21](=[CH:22][C:23]([O:29][CH2:42][C@H:43]4[O:48][CH2:47][C@@H:46]5[CH2:49][CH2:50][CH2:51][N:45]5[CH2:44]4)=[C:24]([O:27][CH3:28])[CH:25]=3)[N:20]=[CH:19][N:18]=2)[CH:12]=[CH:13][C:14]=1[Cl:15]. The yield is 0.190.